Dataset: Peptide-MHC class I binding affinity with 185,985 pairs from IEDB/IMGT. Task: Regression. Given a peptide amino acid sequence and an MHC pseudo amino acid sequence, predict their binding affinity value. This is MHC class I binding data. (1) The peptide sequence is RPMSASRPA. The MHC is HLA-A01:01 with pseudo-sequence HLA-A01:01. The binding affinity (normalized) is 0.0847. (2) The peptide sequence is VGCCYSSV. The MHC is H-2-Db with pseudo-sequence H-2-Db. The binding affinity (normalized) is 0. (3) The peptide sequence is RQFPRAFEF. The MHC is Mamu-B3901 with pseudo-sequence Mamu-B3901. The binding affinity (normalized) is 0.542. (4) The peptide sequence is IIRVTSELL. The MHC is HLA-B44:02 with pseudo-sequence HLA-B44:02. The binding affinity (normalized) is 0.0847. (5) The peptide sequence is AVDLYHFLK. The MHC is HLA-A02:01 with pseudo-sequence HLA-A02:01. The binding affinity (normalized) is 0. (6) The peptide sequence is SSISFCGV. The MHC is H-2-Kb with pseudo-sequence H-2-Kb. The binding affinity (normalized) is 0.879.